This data is from Reaction yield outcomes from USPTO patents with 853,638 reactions. The task is: Predict the reaction yield, written as a fraction of the theoretical maximum amount of product (1.0 means a 100% yield; for example, 0.34 means a 34% yield). (1) The reactants are [CH:1]1([CH2:4][O:5][C:6](=[O:25])[CH:7]([C:12]2[CH:17]=[C:16]([O:18][CH2:19][CH:20]3[CH2:22][CH2:21]3)[C:15](I)=[C:14]([Cl:24])[CH:13]=2)[CH2:8][CH:9]([CH3:11])[CH3:10])[CH2:3][CH2:2]1.CC1(C)C(C)(C)OB([C:34]2[CH:35]=[CH:36][C:37]3[C:38]([CH:42]=2)=[N:39][O:40][N:41]=3)O1.[F-].[Cs+].O.CCOC(C)=O. The catalyst is COCCOC.C1C=CC(P(C2C=CC=CC=2)[C-]2C=CC=C2)=CC=1.C1C=CC(P(C2C=CC=CC=2)[C-]2C=CC=C2)=CC=1.Cl[Pd]Cl.[Fe+2]. The product is [CH:1]1([CH2:4][O:5][C:6](=[O:25])[CH:7]([C:12]2[CH:17]=[C:16]([O:18][CH2:19][CH:20]3[CH2:22][CH2:21]3)[C:15]([C:34]3[CH:35]=[CH:36][C:37]4[C:38]([CH:42]=3)=[N:39][O:40][N:41]=4)=[C:14]([Cl:24])[CH:13]=2)[CH2:8][CH:9]([CH3:11])[CH3:10])[CH2:3][CH2:2]1. The yield is 0.410. (2) The reactants are [CH3:1][C:2]1[CH:6]=[C:5]([CH3:7])[N:4]([C:8]2[CH:9]=[C:10]([CH:25]=[CH:26][CH:27]=2)[O:11][C:12]2[CH:24]=[CH:23][C:22]3[C:21]4[C:16](=[CH:17][CH:18]=[CH:19][CH:20]=4)[NH:15][C:14]=3[CH:13]=2)[N:3]=1.Br[C:29]1[CH:34]=[CH:33][C:32]([CH3:35])=[CH:31][N:30]=1. No catalyst specified. The product is [CH3:1][C:2]1[CH:6]=[C:5]([CH3:7])[N:4]([C:8]2[CH:9]=[C:10]([CH:25]=[CH:26][CH:27]=2)[O:11][C:12]2[CH:24]=[CH:23][C:22]3[C:21]4[C:16](=[CH:17][CH:18]=[CH:19][CH:20]=4)[N:15]([C:29]4[CH:34]=[CH:33][C:32]([CH3:35])=[CH:31][N:30]=4)[C:14]=3[CH:13]=2)[N:3]=1. The yield is 0.940. (3) The reactants are [OH:1][C@@H:2]1[C@@H:10]([CH2:11][OH:12])[O:9][C@H:8]2[C@H:4]([N:5]=[C:6]([N:13]([CH2:21][CH2:22][CH3:23])[C:14](=[O:20])[O:15][C:16]([CH3:19])([CH3:18])[CH3:17])[S:7]2)[C@H:3]1[OH:24].C(N(CC)CC)C.[C:32]([Si:36](Cl)([CH3:38])[CH3:37])([CH3:35])([CH3:34])[CH3:33]. The catalyst is CN(C1C=CN=CC=1)C.ClCCl. The product is [Si:36]([O:12][CH2:11][C@H:10]1[O:9][C@H:8]2[C@H:4]([N:5]=[C:6]([N:13]([CH2:21][CH2:22][CH3:23])[C:14](=[O:20])[O:15][C:16]([CH3:19])([CH3:17])[CH3:18])[S:7]2)[C@@H:3]([OH:24])[C@@H:2]1[OH:1])([C:32]([CH3:35])([CH3:34])[CH3:33])([CH3:38])[CH3:37]. The yield is 0.650. (4) The reactants are [CH2:1]([Zn]CC)C.[Br:6][C:7]1[CH:12]=[CH:11][C:10]([O:13][CH:14]=[CH2:15])=[CH:9][CH:8]=1.ClCI.ClC(Cl)C. The catalyst is [NH4+].[Cl-]. The product is [Br:6][C:7]1[CH:12]=[CH:11][C:10]([O:13][CH:14]2[CH2:1][CH2:15]2)=[CH:9][CH:8]=1. The yield is 0.940. (5) The reactants are [F:1][C:2]([F:11])([F:10])[C:3]1[C:4]([OH:9])=[N:5][CH:6]=[CH:7][CH:8]=1.OS(O)(=O)=O.[N+:17]([O-])([OH:19])=[O:18]. No catalyst specified. The product is [N+:17]([C:7]1[CH:8]=[C:3]([C:2]([F:1])([F:10])[F:11])[C:4]([OH:9])=[N:5][CH:6]=1)([O-:19])=[O:18]. The yield is 0.650. (6) The product is [Br:19][C:20]1[C:21]([CH3:28])=[CH:22][C:23]([B:10]2[O:11][C:12]([CH3:17])([CH3:18])[C:13]([CH3:15])([CH3:16])[O:14]2)=[C:24]([O:26][CH3:27])[CH:25]=1. The reactants are [B:10]1([B:10]2[O:14][C:13]([CH3:16])([CH3:15])[C:12]([CH3:18])([CH3:17])[O:11]2)[O:14][C:13]([CH3:16])([CH3:15])[C:12]([CH3:18])([CH3:17])[O:11]1.[Br:19][C:20]1[CH:25]=[C:24]([O:26][CH3:27])[CH:23]=[CH:22][C:21]=1[CH3:28]. The yield is 0.213. The catalyst is C(OCC)(=O)C.C[OH2+].C[OH2+].C1CC=CCCC=C1.C1CC=CCCC=C1.[Ir].[Ir].